Predict the reactants needed to synthesize the given product. From a dataset of Full USPTO retrosynthesis dataset with 1.9M reactions from patents (1976-2016). (1) Given the product [OH:1][CH2:19][CH2:20][C:21]1([CH2:27][CH2:28][CH:29]([C:30]([O:32][CH3:33])=[O:31])[C:34]([O:36][CH3:37])=[O:35])[CH2:26][CH2:25][CH2:24][CH2:23][CH2:22]1, predict the reactants needed to synthesize it. The reactants are: [O:1]([CH2:19][CH2:20][C:21]1([CH2:27][CH2:28][CH:29]([C:34]([O:36][CH3:37])=[O:35])[C:30]([O:32][CH3:33])=[O:31])[CH2:26][CH2:25][CH2:24][CH2:23][CH2:22]1)[Si](C(C)(C)C)(C1C=CC=CC=1)C1C=CC=CC=1.[F-].C([N+](CCCC)(CCCC)CCCC)CCC.O1CCCC1.O. (2) Given the product [OH:8][C:9]1[C:10]([C:26]([O:28][CH2:29][CH3:30])=[O:27])=[N:11][N:12]2[CH:17]([C:18]3[S:19][CH:20]=[C:21]([CH3:23])[N:22]=3)[CH2:16][N:15]([CH3:24])[C:14](=[O:25])[C:13]=12, predict the reactants needed to synthesize it. The reactants are: C([O:8][C:9]1[C:10]([C:26]([O:28][CH2:29][CH3:30])=[O:27])=[N:11][N:12]2[CH:17]([C:18]3[S:19][CH:20]=[C:21]([CH3:23])[N:22]=3)[CH2:16][N:15]([CH3:24])[C:14](=[O:25])[C:13]=12)C1C=CC=CC=1.